This data is from Forward reaction prediction with 1.9M reactions from USPTO patents (1976-2016). The task is: Predict the product of the given reaction. (1) The product is: [Br:1][C:2]1[CH:11]=[C:10]2[C:5]([C:6](=[O:34])[N:7]3[CH2:15][CH:14]([CH3:16])[NH:13][CH2:12][C:8]3=[N:9]2)=[CH:4][CH:3]=1. Given the reactants [Br:1][C:2]1[CH:11]=[C:10]2[C:5]([C:6](=[O:34])[N:7]3[CH2:15][CH:14]([CH3:16])[N:13](C(OCC4C5C=CC=CC=5C5C4=CC=CC=5)=O)[CH2:12][C:8]3=[N:9]2)=[CH:4][CH:3]=1.N1CCCCC1, predict the reaction product. (2) Given the reactants [C:1](=[O:4])(O)O.[C:5]1([NH:11][C:12]([NH2:14])=[NH:13])[CH:10]=[CH:9][CH:8]=[CH:7][CH:6]=1.[C:15]1([CH3:21])[CH:20]=[CH:19][CH:18]=[CH:17][CH:16]=1, predict the reaction product. The product is: [CH2:17]([C:16]1[C:1]([OH:4])=[N:13][C:12]([NH:11][C:5]2[CH:10]=[CH:9][CH:8]=[CH:7][CH:6]=2)=[N:14][C:15]=1[CH3:21])[CH2:18][CH2:19][CH3:20].